This data is from Full USPTO retrosynthesis dataset with 1.9M reactions from patents (1976-2016). The task is: Predict the reactants needed to synthesize the given product. (1) Given the product [CH2:1]([Br:40])[CH2:2][CH2:3][CH2:4][CH2:5][CH2:6][CH2:7][CH2:8][CH2:9][CH2:10][CH2:11][CH2:12][CH2:13][CH2:14][CH2:15][CH2:16][CH2:17][CH3:18], predict the reactants needed to synthesize it. The reactants are: [CH2:1](O)[CH2:2][CH2:3][CH2:4][CH2:5][CH2:6][CH2:7][CH2:8][CH2:9][CH2:10][CH2:11][CH2:12][CH2:13][CH2:14][CH2:15][CH2:16][CH2:17][CH3:18].C1C=CC(P(C2C=CC=CC=2)C2C=CC=CC=2)=CC=1.C(Br)(Br)(Br)[Br:40]. (2) The reactants are: [Br:1][C:2]1[CH:7]=[CH:6][C:5]([CH2:8]Br)=[C:4]([C:10]([F:13])([F:12])[F:11])[CH:3]=1.[C-:14]#[N:15].[K+]. Given the product [Br:1][C:2]1[CH:7]=[CH:6][C:5]([CH2:8][C:14]#[N:15])=[C:4]([C:10]([F:13])([F:12])[F:11])[CH:3]=1, predict the reactants needed to synthesize it. (3) Given the product [CH3:7][S:8]([O:11][C:12]1[CH:17]=[CH:16][C:15]([C:18]([C:19]2[CH:24]=[CH:23][C:22]([NH2:25])=[C:21]([CH3:28])[CH:20]=2)([OH:29])[C:31]([F:33])([F:32])[F:30])=[CH:14][CH:13]=1)(=[O:10])=[O:9], predict the reactants needed to synthesize it. The reactants are: COCCOC.[CH3:7][S:8]([O:11][C:12]1[CH:17]=[CH:16][C:15]([C:18](=[O:29])[C:19]2[CH:24]=[CH:23][C:22]([N+:25]([O-])=O)=[C:21]([CH3:28])[CH:20]=2)=[CH:14][CH:13]=1)(=[O:10])=[O:9].[F:30][C:31]([Si](C)(C)C)([F:33])[F:32].[F-].[Cs+]. (4) Given the product [Cl:27][C:28]1[CH:33]=[CH:32][C:31]([O:15][C:11]2[CH:12]=[C:13]3[C:8](=[CH:9][CH:10]=2)[N:7]([C:16]2[CH:21]=[CH:20][C:19]([O:22][CH:23]([CH3:25])[CH3:24])=[CH:18][CH:17]=2)[C:6]([CH2:5][C:4]([OH:3])=[O:26])=[CH:14]3)=[CH:30][CH:29]=1, predict the reactants needed to synthesize it. The reactants are: C([O:3][C:4](=[O:26])[CH2:5][C:6]1[N:7]([C:16]2[CH:21]=[CH:20][C:19]([O:22][CH:23]([CH3:25])[CH3:24])=[CH:18][CH:17]=2)[C:8]2[C:13]([CH:14]=1)=[CH:12][C:11]([OH:15])=[CH:10][CH:9]=2)C.[Cl:27][C:28]1[CH:33]=[CH:32][C:31](B(O)O)=[CH:30][CH:29]=1.